This data is from Peptide-MHC class II binding affinity with 134,281 pairs from IEDB. The task is: Regression. Given a peptide amino acid sequence and an MHC pseudo amino acid sequence, predict their binding affinity value. This is MHC class II binding data. (1) The peptide sequence is WVPQGRTTWSIHGKG. The MHC is HLA-DQA10303-DQB10402 with pseudo-sequence HLA-DQA10303-DQB10402. The binding affinity (normalized) is 0.447. (2) The peptide sequence is KKFEENEVDISVVVQDP. The MHC is DRB1_1101 with pseudo-sequence DRB1_1101. The binding affinity (normalized) is 0.339. (3) The peptide sequence is CGERTEGRCLHYTVDKSK. The MHC is DRB1_0401 with pseudo-sequence DRB1_0401. The binding affinity (normalized) is 0.366. (4) The peptide sequence is DAYVATLTEALRVIA. The MHC is HLA-DPA10201-DPB11401 with pseudo-sequence HLA-DPA10201-DPB11401. The binding affinity (normalized) is 0.225. (5) The peptide sequence is SLYNTVATLYCVHQRIEV. The MHC is DRB1_1101 with pseudo-sequence DRB1_1101. The binding affinity (normalized) is 0.237. (6) The peptide sequence is FHKRDMRLLSLAVSS. The MHC is DRB1_0901 with pseudo-sequence DRB1_0901. The binding affinity (normalized) is 0.674. (7) The peptide sequence is VTMNDVKIEYSGTNN. The MHC is HLA-DQA10101-DQB10501 with pseudo-sequence HLA-DQA10101-DQB10501. The binding affinity (normalized) is 0.266. (8) The peptide sequence is LTVSQFTLPKSLPVGN. The MHC is H-2-IAb with pseudo-sequence H-2-IAb. The binding affinity (normalized) is 0.637.